This data is from NCI-60 drug combinations with 297,098 pairs across 59 cell lines. The task is: Regression. Given two drug SMILES strings and cell line genomic features, predict the synergy score measuring deviation from expected non-interaction effect. Drug 1: COC1=NC(=NC2=C1N=CN2C3C(C(C(O3)CO)O)O)N. Drug 2: CC1=C2C(C(=O)C3(C(CC4C(C3C(C(C2(C)C)(CC1OC(=O)C(C(C5=CC=CC=C5)NC(=O)OC(C)(C)C)O)O)OC(=O)C6=CC=CC=C6)(CO4)OC(=O)C)O)C)O. Cell line: OVCAR-4. Synergy scores: CSS=-6.08, Synergy_ZIP=3.96, Synergy_Bliss=1.36, Synergy_Loewe=-5.50, Synergy_HSA=-5.18.